From a dataset of Catalyst prediction with 721,799 reactions and 888 catalyst types from USPTO. Predict which catalyst facilitates the given reaction. (1) Reactant: [N+:1]([C:4]1[CH:9]=[C:8]([C:10]([F:13])([F:12])[F:11])[CH:7]=[CH:6][C:5]=1[N:14]1[CH2:19][CH2:18][CH2:17][C@H:16]([NH:20][C:21](=[O:27])[O:22][C:23]([CH3:26])([CH3:25])[CH3:24])[CH2:15]1)([O-:3])=[O:2].[H-].[Na+].I[CH3:31].O. Product: [CH3:31][N:20]([C@H:16]1[CH2:17][CH2:18][CH2:19][N:14]([C:5]2[CH:6]=[CH:7][C:8]([C:10]([F:11])([F:12])[F:13])=[CH:9][C:4]=2[N+:1]([O-:3])=[O:2])[CH2:15]1)[C:21](=[O:27])[O:22][C:23]([CH3:24])([CH3:26])[CH3:25]. The catalyst class is: 369. (2) Reactant: [CH3:1][C@H:2]1[CH2:7][CH2:6][C:5](=[O:8])[N:4]2[C@H:9]([C:12]3[CH:17]=[CH:16][CH:15]=[CH:14][CH:13]=3)[CH2:10][O:11][C@H:3]12.C([SiH](CC)CC)C.C(=O)(O)[O-].[Na+]. Product: [OH:11][CH2:10][C@H:9]([N:4]1[CH2:3][C@@H:2]([CH3:1])[CH2:7][CH2:6][C:5]1=[O:8])[C:12]1[CH:17]=[CH:16][CH:15]=[CH:14][CH:13]=1. The catalyst class is: 642.